From a dataset of Full USPTO retrosynthesis dataset with 1.9M reactions from patents (1976-2016). Predict the reactants needed to synthesize the given product. (1) Given the product [CH3:1][N:2]([CH3:29])[CH2:3][CH2:4][O:5][C:6]1[C:11]([O:12][CH2:13][CH2:14][O:15][C:16]2[C:21]([N:22]3[CH2:27][CH2:26][N:25]([CH3:30])[CH2:24][C@H:23]3[CH3:28])=[N:20][CH:19]=[CH:18][N:17]=2)=[CH:10][CH:9]=[CH:8][N:7]=1, predict the reactants needed to synthesize it. The reactants are: [CH3:1][N:2]([CH3:29])[CH2:3][CH2:4][O:5][C:6]1[C:11]([O:12][CH2:13][CH2:14][O:15][C:16]2[C:21]([N:22]3[CH2:27][CH2:26][NH:25][CH2:24][C@H:23]3[CH3:28])=[N:20][CH:19]=[CH:18][N:17]=2)=[CH:10][CH:9]=[CH:8][N:7]=1.[C:30](O[BH-](OC(=O)C)OC(=O)C)(=O)C.[Na+].C=O.[OH-].[Na+]. (2) Given the product [CH2:40]([O:41][C:15]1[CH:16]=[CH:17][C:18]([C:2]2[CH:3]=[CH:4][C:5]3[N:6]([CH:8]=[C:9]([CH3:11])[N:10]=3)[N:7]=2)=[CH:19][C:14]=1[O:13][CH3:12])[CH3:39], predict the reactants needed to synthesize it. The reactants are: Cl[C:2]1[CH:3]=[CH:4][C:5]2[N:6]([CH:8]=[C:9]([CH3:11])[N:10]=2)[N:7]=1.[CH3:12][O:13][C:14]1[CH:19]=[C:18](B2OC(C)(C)C(C)(C)O2)[CH:17]=[CH:16][C:15]=1CC([O-])=O.C([O-])([O-])=O.[K+].[K+].[CH3:39][CH2:40][OH:41]. (3) Given the product [OH:14][CH2:13][CH2:12][N:11]([C:2]1[CH:3]=[C:4]([CH:7]=[CH:8][CH:9]=1)[C:5]#[N:6])[CH3:10], predict the reactants needed to synthesize it. The reactants are: F[C:2]1[CH:3]=[C:4]([CH:7]=[CH:8][CH:9]=1)[C:5]#[N:6].[CH3:10][NH:11][CH2:12][CH2:13][OH:14]. (4) Given the product [CH:22]([C:11]1[C:10]2[C:14](=[CH:15][CH:16]=[C:8]([C:6]#[N:7])[CH:9]=2)[NH:13][CH:12]=1)=[O:23], predict the reactants needed to synthesize it. The reactants are: P(Cl)(Cl)(Cl)=O.[C:6]([C:8]1[CH:9]=[C:10]2[C:14](=[CH:15][CH:16]=1)[NH:13][CH:12]=[CH:11]2)#[N:7].[OH-].[Na+].CN([CH:22]=[O:23])C. (5) Given the product [CH3:1][C@@H:2]1[N:13]([C:14]([O:16][C:17]([CH3:19])([CH3:18])[CH3:20])=[O:15])[CH2:12][CH2:11][C@@:4]2([N:8]([C:30]3[CH:35]=[CH:34][CH:33]=[CH:32][N:31]=3)[S:7](=[O:9])(=[O:10])[CH2:6][CH2:5]2)[CH2:3]1, predict the reactants needed to synthesize it. The reactants are: [CH3:1][C@@H:2]1[N:13]([C:14]([O:16][C:17]([CH3:20])([CH3:19])[CH3:18])=[O:15])[CH2:12][CH2:11][C@@:4]2([NH:8][S:7](=[O:10])(=[O:9])[CH2:6][CH2:5]2)[CH2:3]1.P([O-])([O-])([O-])=O.[K+].[K+].[K+].Br[C:30]1[CH:35]=[CH:34][CH:33]=[CH:32][N:31]=1.CNCCNC.